From a dataset of Reaction yield outcomes from USPTO patents with 853,638 reactions. Predict the reaction yield, written as a fraction of the theoretical maximum amount of product (1.0 means a 100% yield; for example, 0.34 means a 34% yield). (1) The reactants are [C:1]1([OH:9])[CH:6]=[CH:5][CH:4]=[C:3]([OH:7])[C:2]=1[OH:8].[C:10](=O)(O)[O-].[K+].CI. The catalyst is CC(C)=O. The product is [CH3:10][O:8][C:2]1[C:3]([OH:7])=[CH:4][CH:5]=[CH:6][C:1]=1[OH:9]. The yield is 0.270. (2) The reactants are C([SiH2][O:6][C:7](C)(C)[C:8]1([N:12]2[C:16]3[N:17]=[CH:18][N:19]=[CH:20][C:15]=3[C:14]([C:21]([C:23]3[CH:24]=[C:25]([NH:29][C:30](=[O:39])[CH2:31][C:32]4[CH:37]=[CH:36][C:35]([Cl:38])=[CH:34][CH:33]=4)[CH:26]=[N:27][CH:28]=3)=[O:22])=[CH:13]2)[CH2:11][O:10][CH2:9]1)(C)(C)C.[F-].C([N+](CCCC)(CCCC)CCCC)CCC. The catalyst is C1COCC1. The product is [Cl:38][C:35]1[CH:36]=[CH:37][C:32]([CH2:31][C:30]([NH:29][C:25]2[CH:26]=[N:27][CH:28]=[C:23]([C:21]([C:14]3[C:15]4[CH:20]=[N:19][CH:18]=[N:17][C:16]=4[N:12]([C:8]4([CH2:7][OH:6])[CH2:11][O:10][CH2:9]4)[CH:13]=3)=[O:22])[CH:24]=2)=[O:39])=[CH:33][CH:34]=1. The yield is 1.00. (3) The reactants are C[O:2][C:3](=[O:16])[CH2:4][CH2:5][CH2:6][NH:7][C:8]([C:10]1[CH:11]=[N:12][CH:13]=[CH:14][CH:15]=1)=[O:9].[Li+].[OH-].C(Cl)(Cl)Cl. The catalyst is C1COCC1.O. The product is [N:12]1[CH:13]=[CH:14][CH:15]=[C:10]([C:8]([NH:7][CH2:6][CH2:5][CH2:4][C:3]([OH:16])=[O:2])=[O:9])[CH:11]=1. The yield is 0.800.